This data is from Catalyst prediction with 721,799 reactions and 888 catalyst types from USPTO. The task is: Predict which catalyst facilitates the given reaction. (1) Reactant: [Br:1][C:2]1[CH:7]=[CH:6][C:5](Br)=[CH:4][N:3]=1.C([Li])C[CH2:11][CH3:12].C(SSCC)C.ClC1C=C(C=CC=1)C(OO)=O.[S:31]([O-])([O-:33])=[O:32].[Na+].[Na+]. Product: [Br:1][C:2]1[CH:7]=[CH:6][C:5]([S:31]([CH2:11][CH3:12])(=[O:33])=[O:32])=[CH:4][N:3]=1. The catalyst class is: 27. (2) Reactant: C1C=CC(P(C2C=CC=CC=2)C2C=CC=CC=2)=CC=1.[C:20]([NH:23][NH:24][C:25]([CH:27]1[CH2:32][CH2:31][N:30]([C:33]([O:35][C:36]([CH3:39])([CH3:38])[CH3:37])=[O:34])[CH2:29][CH2:28]1)=[O:26])(=O)[CH3:21].ClC(Cl)(Cl)C(Cl)(Cl)Cl.CCN(C(C)C)C(C)C. Product: [CH3:21][C:20]1[O:26][C:25]([CH:27]2[CH2:32][CH2:31][N:30]([C:33]([O:35][C:36]([CH3:39])([CH3:38])[CH3:37])=[O:34])[CH2:29][CH2:28]2)=[N:24][N:23]=1. The catalyst class is: 2. (3) Reactant: [CH:1]1([CH2:7][Mg]Br)[CH2:6][CH2:5][CH2:4][CH2:3][CH2:2]1.[CH3:10][N:11]([CH3:25])[C:12]1(C#N)[CH2:22][CH2:21][C:15]2([C:19](=[O:20])[NH:18][CH2:17][CH2:16]2)[CH2:14][CH2:13]1.[Cl-].[NH4+]. Product: [CH:1]1([CH2:7][C:12]2([N:11]([CH3:25])[CH3:10])[CH2:22][CH2:21][C:15]3([CH2:16][CH2:17][NH:18][C:19]3=[O:20])[CH2:14][CH2:13]2)[CH2:6][CH2:5][CH2:4][CH2:3][CH2:2]1. The catalyst class is: 7. (4) Reactant: [OH:1][CH2:2][C@H:3]1[O:11][C@H:10]2[C@H:6]([N:7]=[C:8]([N:12]([CH3:20])C(=O)OC(C)(C)C)[S:9]2)[C@@H:5]([O:21]CC2C=CC(OC)=CC=2)[C@@H:4]1[O:31]CC1C=CC(OC)=CC=1.C1[C:46](=O)[N:45](OC(O[N:45]2[C:46](=O)CC[C:43]2=[O:44])=O)[C:43](=[O:44])C1.CCN(CC)CC.C(=O)([O-])[O-].[K+].[K+].CN.C(O)(C(F)(F)F)=O. Product: [CH3:46][NH:45][C:43](=[O:44])[O:1][CH2:2][C@H:3]1[O:11][C@H:10]2[C@H:6]([N:7]=[C:8]([NH:12][CH3:20])[S:9]2)[C@@H:5]([OH:21])[C@@H:4]1[OH:31]. The catalyst class is: 569. (5) Reactant: [C:1]([S:5][CH2:6][C:7]1([CH3:14])[NH:11][C:10](=[O:12])[NH:9][C:8]1=[O:13])([CH3:4])([CH3:3])[CH3:2].NC(C)(CSC(C)(C)C)C(O)=[O:18].Cl.[O-]C#N.[K+]. Product: [C:10]([NH:11][C:7]([CH3:14])([CH2:6][S:5][C:1]([CH3:4])([CH3:3])[CH3:2])[C:8]([OH:18])=[O:13])(=[O:12])[NH2:9]. The catalyst class is: 611. (6) Reactant: CS[CH:3](SC)[CH2:4][N+:5]([O-:7])=[O:6].[N:10]1([CH2:16][CH2:17][CH2:18][NH:19][CH2:20][CH2:21][NH:22][CH2:23][CH2:24][CH2:25][N:26]2[CH2:31][CH2:30][CH2:29][CH2:28][CH2:27]2)[CH2:15][CH2:14][CH2:13][CH2:12][CH2:11]1. Product: [N:10]1([CH2:16][CH2:17][CH2:18][N:19]2[CH2:20][CH2:21][N:22]([CH2:23][CH2:24][CH2:25][N:26]3[CH2:27][CH2:28][CH2:29][CH2:30][CH2:31]3)[C:3]2=[CH:4][N+:5]([O-:7])=[O:6])[CH2:11][CH2:12][CH2:13][CH2:14][CH2:15]1. The catalyst class is: 1.